This data is from Full USPTO retrosynthesis dataset with 1.9M reactions from patents (1976-2016). The task is: Predict the reactants needed to synthesize the given product. (1) Given the product [C:1]([O:4][CH2:5][C:6]1[N:10]([CH:11]2[CH2:16][CH2:15][O:14][CH2:13][CH2:12]2)[C:9]2[CH:17]=[CH:18][C:19]([C:21]3[S:42][C:37]4[CH:38]=[CH:39][CH:40]=[CH:41][C:36]=4[N:35]=3)=[CH:20][C:8]=2[N:7]=1)(=[O:3])[CH3:2], predict the reactants needed to synthesize it. The reactants are: [C:1]([O:4][CH2:5][C:6]1[N:10]([CH:11]2[CH2:16][CH2:15][O:14][CH2:13][CH2:12]2)[C:9]2[CH:17]=[CH:18][C:19]([C:21](O)=O)=[CH:20][C:8]=2[N:7]=1)(=[O:3])[CH3:2].C(Cl)(=O)C(Cl)=O.CN(C)C=O.[NH2:35][C:36]1[CH:41]=[CH:40][CH:39]=[CH:38][C:37]=1[SH:42]. (2) The reactants are: [CH3:1][C:2]1[CH:3]=[CH:4][C:5]2[O:11][CH2:10][CH:9]3[CH2:12][N:13](C(OC(C)(C)C)=O)[CH2:14][CH2:15][N:8]3[C:7](=[O:23])[C:6]=2[CH:24]=1.C(OCC)(=O)C.[ClH:31]. Given the product [ClH:31].[CH3:1][C:2]1[CH:3]=[CH:4][C:5]2[O:11][CH2:10][CH:9]3[CH2:12][NH:13][CH2:14][CH2:15][N:8]3[C:7](=[O:23])[C:6]=2[CH:24]=1, predict the reactants needed to synthesize it. (3) Given the product [Cl:1][C:2]1[CH:3]=[C:4]([NH:10][C:11](=[O:24])[CH2:12][CH:13]([C:18]2[CH:19]=[CH:20][CH:21]=[CH:22][CH:23]=2)[CH2:14][C:15]([NH:40][C:36]2[CH:37]=[CH:38][C:39]3[N:27]([CH2:25][CH3:26])[C:28]4[C:33]([C:34]=3[CH:35]=2)=[CH:32][CH:31]=[CH:30][CH:29]=4)=[O:17])[CH:5]=[CH:6][C:7]=1[C:8]#[N:9], predict the reactants needed to synthesize it. The reactants are: [Cl:1][C:2]1[CH:3]=[C:4]([NH:10][C:11](=[O:24])[CH2:12][CH:13]([C:18]2[CH:23]=[CH:22][CH:21]=[CH:20][CH:19]=2)[CH2:14][C:15]([OH:17])=O)[CH:5]=[CH:6][C:7]=1[C:8]#[N:9].[CH2:25]([N:27]1[C:39]2[CH:38]=[CH:37][C:36]([NH2:40])=[CH:35][C:34]=2[C:33]2[C:28]1=[CH:29][CH:30]=[CH:31][CH:32]=2)[CH3:26].CN(C(ON1N=NC2C=CC=NC1=2)=[N+](C)C)C.F[P-](F)(F)(F)(F)F. (4) Given the product [CH2:67]([O:69][C:70](=[O:83])[CH2:71][C@H:72]([O:75][Si:76]([C:79]([CH3:80])([CH3:82])[CH3:81])([CH3:77])[CH3:78])[CH2:73][O:34][C:31]1[CH:32]=[CH:33][C:28]([C:3]([CH2:4][CH3:5])([C:6]2[CH:11]=[CH:10][C:9]([C:12]#[C:13][C:14]([O:23][CH2:24][O:25][CH3:26])([C:19]([F:20])([F:21])[F:22])[C:15]([F:18])([F:17])[F:16])=[C:8]([CH3:27])[CH:7]=2)[CH2:1][CH3:2])=[CH:29][C:30]=1[CH3:35])[CH3:68], predict the reactants needed to synthesize it. The reactants are: [CH2:1]([C:3]([C:28]1[CH:33]=[CH:32][C:31]([OH:34])=[C:30]([CH3:35])[CH:29]=1)([C:6]1[CH:11]=[CH:10][C:9]([C:12]#[C:13][C:14]([O:23][CH2:24][O:25][CH3:26])([C:19]([F:22])([F:21])[F:20])[C:15]([F:18])([F:17])[F:16])=[C:8]([CH3:27])[CH:7]=1)[CH2:4][CH3:5])[CH3:2].C1(P(C2C=CC=CC=2)C2C=CC=CC=2)C=CC=CC=1.CCOC(/N=N/C(OCC)=O)=O.[CH2:67]([O:69][C:70](=[O:83])[CH2:71][CH:72]([O:75][Si:76]([C:79]([CH3:82])([CH3:81])[CH3:80])([CH3:78])[CH3:77])[CH2:73]O)[CH3:68]. (5) Given the product [F:14][C:13]([F:16])([F:15])[C:10]1[CH:11]=[CH:12][C:7]([NH:6][C@H:3]([CH2:1][CH3:2])[CH2:4][C:5]([O:17][CH2:19][CH3:20])=[O:22])=[CH:8][CH:9]=1, predict the reactants needed to synthesize it. The reactants are: [CH2:1]([C@H:3]1[N:6]([C:7]2[CH:12]=[CH:11][C:10]([C:13]([F:16])([F:15])[F:14])=[CH:9][CH:8]=2)[C:5](=[O:17])[CH2:4]1)[CH3:2].Cl.[CH2:19](O)[CH3:20].[OH2:22]. (6) The reactants are: Br[C:2]1[CH:3]=[C:4]2[C:9](=[CH:10][CH:11]=1)[N:8]=[CH:7][CH:6]=[C:5]2[C:12]1[CH:17]=[CH:16][N:15]=[CH:14][CH:13]=1.[B:18]1([B:18]2[O:22][C:21]([CH3:24])([CH3:23])[C:20]([CH3:26])([CH3:25])[O:19]2)[O:22][C:21]([CH3:24])([CH3:23])[C:20]([CH3:26])([CH3:25])[O:19]1.C([O-])(=O)C.[K+]. Given the product [N:15]1[CH:16]=[CH:17][C:12]([C:5]2[C:4]3[C:9](=[CH:10][CH:11]=[C:2]([B:18]4[O:22][C:21]([CH3:24])([CH3:23])[C:20]([CH3:26])([CH3:25])[O:19]4)[CH:3]=3)[N:8]=[CH:7][CH:6]=2)=[CH:13][CH:14]=1, predict the reactants needed to synthesize it. (7) Given the product [Cl:1][C:2]1[CH:18]=[CH:17][CH:16]=[C:15]([N+:19]([O-:21])=[O:20])[C:3]=1[C:4]1[S:24][C:7]2[CH:8]=[N:9][CH:10]=[C:11]([F:12])[C:6]=2[N:5]=1, predict the reactants needed to synthesize it. The reactants are: [Cl:1][C:2]1[CH:18]=[CH:17][CH:16]=[C:15]([N+:19]([O-:21])=[O:20])[C:3]=1[C:4](Cl)=[N:5][C:6]1[C:11]([F:12])=[CH:10][N:9]=[CH:8][C:7]=1F.NC(N)=[S:24].N1C=CC=CC=1.CCN(CC)CC. (8) Given the product [CH3:1][C:2]1[C:3]([N:11]=[C:12]=[O:13])=[CH:4][C:5]([N:8]=[C:9]=[O:10])=[CH:6][CH:7]=1.[C:14]([O:19][CH2:20][CH2:21][OH:22])(=[O:18])[C:15]([CH3:17])=[CH2:16], predict the reactants needed to synthesize it. The reactants are: [CH3:1][C:2]1[C:3]([N:11]=[C:12]=[O:13])=[CH:4][C:5]([N:8]=[C:9]=[O:10])=[CH:6][CH:7]=1.[C:14]([O:19][CH2:20][CH2:21][OH:22])(=[O:18])[C:15]([CH3:17])=[CH2:16].C1(C=CC(O)=CC=1)O.